This data is from Full USPTO retrosynthesis dataset with 1.9M reactions from patents (1976-2016). The task is: Predict the reactants needed to synthesize the given product. (1) Given the product [O:4]=[C:5]1[CH2:10][CH2:9][CH:8]([CH:11]([CH2:17][CH3:18])[C:12]([O:14][CH2:15][CH3:16])=[O:13])[CH2:7][CH2:6]1, predict the reactants needed to synthesize it. The reactants are: O1[C:5]2([CH2:10][CH2:9][CH:8]([CH:11]([CH2:17][CH3:18])[C:12]([O:14][CH2:15][CH3:16])=[O:13])[CH2:7][CH2:6]2)[O:4]CC1. (2) Given the product [O:8]1[CH:12]=[CH:11][CH:10]=[C:9]1[C:13]([NH:15][C:16]1([C:22]([NH:24][C@H:25]([CH2:29][OH:30])[CH:26]([CH3:28])[CH3:27])=[O:23])[CH2:21][CH2:20][CH2:19][CH2:18][CH2:17]1)=[O:14], predict the reactants needed to synthesize it. The reactants are: C(Cl)(=O)OC(C)C.[O:8]1[CH:12]=[CH:11][CH:10]=[C:9]1[C:13]([NH:15][C:16]1([C:22]([NH:24][C@H:25]([C:29](O)=[O:30])[CH:26]([CH3:28])[CH3:27])=[O:23])[CH2:21][CH2:20][CH2:19][CH2:18][CH2:17]1)=[O:14].C(N(CC)CC)C.[BH4-].[Na+]. (3) Given the product [CH2:1]([C:3]1[N:7]([CH3:8])[C:6]2[CH:9]=[C:10]([N:13]3[CH:18]=[CH:17][C:16]([O:19][CH2:27][C:24]4[CH:23]=[C:22]([F:21])[S:26][CH:25]=4)=[CH:15][C:14]3=[O:20])[CH:11]=[CH:12][C:5]=2[N:4]=1)[CH3:2].[CH2:1]([C:3]1[N:7]([CH3:8])[C:6]2[CH:9]=[C:10]([N:13]3[CH:18]=[CH:17][C:16]([O:19][CH2:41][C:40]4[CH:39]=[CH:38][S:26][C:22]=4[F:21])=[CH:15][C:14]3=[O:20])[CH:11]=[CH:12][C:5]=2[N:4]=1)[CH3:2].[CH2:1]([C:3]1[N:7]([CH3:8])[C:6]2[CH:9]=[C:10]([N:13]3[CH:18]=[CH:17][C:16]([O:28][CH2:27][C:24]4[CH:23]=[CH:22][S:26][CH:25]=4)=[CH:15][C:14]3=[O:20])[CH:11]=[CH:12][C:5]=2[N:4]=1)[CH3:2], predict the reactants needed to synthesize it. The reactants are: [CH2:1]([C:3]1[N:7]([CH3:8])[C:6]2[CH:9]=[C:10]([N:13]3[CH:18]=[CH:17][C:16]([OH:19])=[CH:15][C:14]3=[O:20])[CH:11]=[CH:12][C:5]=2[N:4]=1)[CH3:2].[F:21][C:22]1[S:26][CH:25]=[C:24]([CH2:27][OH:28])[CH:23]=1.[CH2:38](P([CH2:38][CH2:39][CH2:40][CH3:41])[CH2:38][CH2:39][CH2:40][CH3:41])[CH2:39][CH2:40][CH3:41].N(C(N1CCCCC1)=O)=NC(N1CCCCC1)=O. (4) Given the product [O:26]=[C:22]1[CH2:23][CH2:24][CH2:25][N:21]1[CH2:20][CH:19]=[O:33], predict the reactants needed to synthesize it. The reactants are: FC1C=CC(CC2C=C(N[CH2:19][CH2:20][N:21]3[CH2:25][CH2:24][CH2:23][C:22]3=[O:26])C(C(OCC)=O)=NC=2)=CC=1.ClC(=O)CC(OCC)=[O:33]. (5) Given the product [CH2:37]([O:39][C:40](=[O:44])[CH:41]([N:42]([O:24][C:23]1[CH:22]=[CH:21][CH:17]=[CH:16][CH:15]=1)[PH:8]([CH2:11][C:12]([CH3:35])=[CH:13][CH2:14][C:15]1[C:16]([OH:28])=[C:17]2[C:21](=[C:22]([CH3:26])[C:23]=1[O:24][CH3:25])[CH2:20][O:19][C:18]2=[O:27])=[O:9])[CH3:43])[CH3:38], predict the reactants needed to synthesize it. The reactants are: C1(O[P:8]([CH2:11][C:12]([CH3:35])=[CH:13][CH2:14][C:15]2[C:16]([O:28]CC[Si](C)(C)C)=[C:17]3[C:21](=[C:22]([CH3:26])[C:23]=2[O:24][CH3:25])[CH2:20][O:19][C:18]3=[O:27])(=O)[OH:9])C=CC=CC=1.Cl.[CH2:37]([O:39][C:40](=[O:44])[C@H:41]([CH3:43])[NH2:42])[CH3:38].